Dataset: Forward reaction prediction with 1.9M reactions from USPTO patents (1976-2016). Task: Predict the product of the given reaction. (1) Given the reactants Cl[C:2]1[S:6][C:5]([C:7]2[CH:12]=[CH:11][CH:10]=[C:9]([N+:13]([O-])=O)[CH:8]=2)=[N:4][CH:3]=1.O.NN, predict the reaction product. The product is: [S:6]1[CH:2]=[CH:3][N:4]=[C:5]1[C:7]1[CH:8]=[C:9]([NH2:13])[CH:10]=[CH:11][CH:12]=1. (2) The product is: [Br:18][CH2:19][CH2:20][CH2:21][CH2:22][CH2:23][CH2:24][CH2:25][CH2:26][N:3]([C:4]([O:6][C:7]([CH3:8])([CH3:9])[CH3:10])=[O:5])[C:11](=[O:12])[O:13][C:14]([CH3:17])([CH3:16])[CH3:15]. Given the reactants [H-].[Na+].[NH:3]([C:11]([O:13][C:14]([CH3:17])([CH3:16])[CH3:15])=[O:12])[C:4]([O:6][C:7]([CH3:10])([CH3:9])[CH3:8])=[O:5].[Br:18][CH2:19][CH2:20][CH2:21][CH2:22][CH2:23][CH2:24][CH2:25][CH2:26]Br.[Cl-].[NH4+], predict the reaction product. (3) The product is: [CH3:26][N:27]1[CH:31]=[C:30]([C:2]2[S:6][C:5]([CH2:7][N:8]3[CH2:16][C:15]4[CH:14]=[CH:13][N:12]=[C:11]([O:17][C@@H:18]5[CH2:23][CH2:22][CH2:21][CH2:20][C@H:19]5[OH:24])[C:10]=4[C:9]3=[O:25])=[CH:4][CH:3]=2)[C:29]([CH3:41])=[N:28]1. Given the reactants Br[C:2]1[S:6][C:5]([CH2:7][N:8]2[CH2:16][C:15]3[CH:14]=[CH:13][N:12]=[C:11]([O:17][C@@H:18]4[CH2:23][CH2:22][CH2:21][CH2:20][C@H:19]4[OH:24])[C:10]=3[C:9]2=[O:25])=[CH:4][CH:3]=1.[CH3:26][N:27]1[CH:31]=[C:30](B2OC(C)(C)C(C)(C)O2)[C:29]([CH3:41])=[N:28]1.C(=O)([O-])[O-].[Na+].[Na+], predict the reaction product. (4) The product is: [F:1][C:2]1[CH:3]=[C:4]([C:5]2[O:10][C:9](=[O:11])[CH2:8][N:7]=2)[CH:12]=[CH:13][C:14]=1[F:15]. Given the reactants [F:1][C:2]1[CH:3]=[C:4]([CH:12]=[CH:13][C:14]=1[F:15])[C:5]([NH:7][CH2:8][C:9]([OH:11])=[O:10])=O.CN1CCOCC1.ClC(OC)=O.ClC([O-])=O, predict the reaction product. (5) The product is: [F:20][C:17]([F:18])([F:19])[C:12]([C:3]1[CH:4]=[CH:5][C:6]2[C:11](=[CH:10][CH:9]=[CH:8][CH:7]=2)[C:2]=1[NH:1][C:27]([C:23]1[O:22][CH:26]=[CH:25][CH:24]=1)=[O:28])([OH:21])[C:13]([F:14])([F:15])[F:16]. Given the reactants [NH2:1][C:2]1[C:11]2[C:6](=[CH:7][CH:8]=[CH:9][CH:10]=2)[CH:5]=[CH:4][C:3]=1[C:12]([OH:21])([C:17]([F:20])([F:19])[F:18])[C:13]([F:16])([F:15])[F:14].[O:22]1[CH:26]=[CH:25][CH:24]=[C:23]1[C:27](Cl)=[O:28].C([O-])([O-])=O.[K+].[K+], predict the reaction product.